Dataset: NCI-60 drug combinations with 297,098 pairs across 59 cell lines. Task: Regression. Given two drug SMILES strings and cell line genomic features, predict the synergy score measuring deviation from expected non-interaction effect. Drug 1: CCC1=C2CN3C(=CC4=C(C3=O)COC(=O)C4(CC)O)C2=NC5=C1C=C(C=C5)O. Drug 2: CCN(CC)CCCC(C)NC1=C2C=C(C=CC2=NC3=C1C=CC(=C3)Cl)OC. Cell line: PC-3. Synergy scores: CSS=25.5, Synergy_ZIP=-3.22, Synergy_Bliss=3.93, Synergy_Loewe=-15.5, Synergy_HSA=5.39.